From a dataset of Reaction yield outcomes from USPTO patents with 853,638 reactions. Predict the reaction yield, written as a fraction of the theoretical maximum amount of product (1.0 means a 100% yield; for example, 0.34 means a 34% yield). (1) The reactants are [NH2:1][C:2]1[C:3]([OH:9])=[N:4][CH:5]=[N:6][C:7]=1[NH2:8].Cl.Br[C:12]([CH3:35])([CH3:34])[C:13]([C:15]1[CH:20]=[CH:19][C:18]([C:21]23[CH2:28][CH2:27][C:24]([CH2:29][C:30]([O:32][CH3:33])=[O:31])([CH2:25][CH2:26]2)[CH2:23][CH2:22]3)=[CH:17][CH:16]=1)=O. The catalyst is O.C(O)C. The product is [NH2:8][C:7]1[C:2]2[N:1]=[C:13]([C:15]3[CH:16]=[CH:17][C:18]([C:21]45[CH2:28][CH2:27][C:24]([CH2:29][C:30]([O:32][CH3:33])=[O:31])([CH2:25][CH2:26]4)[CH2:23][CH2:22]5)=[CH:19][CH:20]=3)[C:12]([CH3:35])([CH3:34])[O:9][C:3]=2[N:4]=[CH:5][N:6]=1. The yield is 0.640. (2) The reactants are [Br:1][C:2]1[CH:10]=[CH:9][C:5]([C:6]([OH:8])=O)=[CH:4][C:3]=1[O:11][CH:12]([CH3:14])[CH3:13].Cl.CN(C)CCCN=C=NCC.[C:27]1([S:37]([NH2:40])(=[O:39])=[O:38])[C:28]([S:33]([NH2:36])(=[O:35])=[O:34])=[CH:29][CH:30]=[CH:31][CH:32]=1. The catalyst is CN(C)C1C=CN=CC=1.CN(C)C=O. The product is [Br:1][C:2]1[CH:10]=[CH:9][C:5]([C:6]([NH:40][S:37]([C:27]2[CH:32]=[CH:31][CH:30]=[CH:29][C:28]=2[S:33](=[O:35])(=[O:34])[NH2:36])(=[O:39])=[O:38])=[O:8])=[CH:4][C:3]=1[O:11][CH:12]([CH3:14])[CH3:13]. The yield is 0.830.